This data is from Forward reaction prediction with 1.9M reactions from USPTO patents (1976-2016). The task is: Predict the product of the given reaction. (1) Given the reactants [Cl:1][C:2]1[N:7]=[C:6]([NH:8][C:9]2[CH:14]=[CH:13][C:12]([I:15])=[C:11]([F:16])[CH:10]=2)[C:5]([N+:17]([O-])=O)=[CH:4][N:3]=1.[Sn](Cl)Cl.C(=O)([O-])[O-].[Na+].[Na+], predict the reaction product. The product is: [Cl:1][C:2]1[N:7]=[C:6]([NH:8][C:9]2[CH:14]=[CH:13][C:12]([I:15])=[C:11]([F:16])[CH:10]=2)[C:5]([NH2:17])=[CH:4][N:3]=1. (2) Given the reactants [F:8][C:7]([F:10])([F:9])[C:6](O[C:6](=[O:11])[C:7]([F:10])([F:9])[F:8])=[O:11].N1C=CC=CC=1.[CH:20]([O:22][CH2:23][CH2:24][CH2:25][CH3:26])=[CH2:21].O, predict the reaction product. The product is: [CH2:23]([O:22][CH:20]=[CH:21][C:6](=[O:11])[C:7]([F:8])([F:9])[F:10])[CH2:24][CH2:25][CH3:26]. (3) Given the reactants FC(F)(F)S(O[C:7]1[C:8]2[CH:9]=[CH:10][CH:11]=[N:12][C:13]=2[CH2:14][CH2:15][CH:16]=1)(=O)=O.[F:19][C:20]1[CH:25]=[CH:24][C:23](B(O)O)=[CH:22][CH:21]=1, predict the reaction product. The product is: [F:19][C:20]1[CH:25]=[CH:24][C:23]([C:7]2[C:8]3[CH:9]=[CH:10][CH:11]=[N:12][C:13]=3[CH2:14][CH2:15][CH:16]=2)=[CH:22][CH:21]=1. (4) The product is: [Br:15][CH:4]([C:5]1[CH:10]=[CH:9][C:8]([O:11][CH3:12])=[C:7]([F:13])[CH:6]=1)[C:3]([O:2][CH3:1])=[O:14]. Given the reactants [CH3:1][O:2][C:3](=[O:14])[CH2:4][C:5]1[CH:10]=[CH:9][C:8]([O:11][CH3:12])=[C:7]([F:13])[CH:6]=1.[Br:15]N1C(=O)CCC1=O.C(OOC(=O)C1C=CC=CC=1)(=O)C1C=CC=CC=1, predict the reaction product. (5) Given the reactants CC([N:5]([C@@H:9]([C:13]1[CH:18]=[CH:17][C:16]([Cl:19])=[CH:15][CH:14]=1)[CH2:10][CH2:11][NH2:12])C(=O)[O-])(C)C, predict the reaction product. The product is: [Cl:19][C:16]1[CH:15]=[CH:14][C:13]([C@H:9]([NH2:5])[CH2:10][CH2:11][NH2:12])=[CH:18][CH:17]=1. (6) Given the reactants [NH2:1][C@@H:2]([CH3:18])[CH2:3][N:4]1[CH:8]=[CH:7][C:6]([C:9]2[CH:16]=[CH:15][C:12]([C:13]#[N:14])=[C:11]([Cl:17])[CH:10]=2)=[N:5]1.C[Al](C)C.CCCCCCC.[C:30]([Si:34]([CH3:55])([CH3:54])[O:35][CH2:36][C:37]1[N:38]([CH2:46][O:47][CH2:48][CH2:49][Si:50]([CH3:53])([CH3:52])[CH3:51])[CH:39]=[C:40]([C:42](OC)=[O:43])[N:41]=1)([CH3:33])([CH3:32])[CH3:31], predict the reaction product. The product is: [Si:34]([O:35][CH2:36][C:37]1[N:38]([CH2:46][O:47][CH2:48][CH2:49][Si:50]([CH3:51])([CH3:52])[CH3:53])[CH:39]=[C:40]([C:42]([NH:1][C@@H:2]([CH3:18])[CH2:3][N:4]2[CH:8]=[CH:7][C:6]([C:9]3[CH:16]=[CH:15][C:12]([C:13]#[N:14])=[C:11]([Cl:17])[CH:10]=3)=[N:5]2)=[O:43])[N:41]=1)([C:30]([CH3:33])([CH3:32])[CH3:31])([CH3:55])[CH3:54].